From a dataset of Peptide-MHC class I binding affinity with 185,985 pairs from IEDB/IMGT. Regression. Given a peptide amino acid sequence and an MHC pseudo amino acid sequence, predict their binding affinity value. This is MHC class I binding data. (1) The binding affinity (normalized) is 0.472. The MHC is H-2-Kb with pseudo-sequence H-2-Kb. The peptide sequence is VNVWKSGIL. (2) The peptide sequence is KLYERNTAF. The MHC is HLA-A11:01 with pseudo-sequence HLA-A11:01. The binding affinity (normalized) is 0.276. (3) The peptide sequence is IPTVMAFHL. The MHC is HLA-B07:02 with pseudo-sequence HLA-B07:02. The binding affinity (normalized) is 0.409. (4) The peptide sequence is HAEMQNPVY. The MHC is HLA-B07:02 with pseudo-sequence HLA-B07:02. The binding affinity (normalized) is 0.213.